This data is from Tox21: 12 toxicity assays (nuclear receptors and stress response pathways). The task is: Binary classification across 12 toxicity assays. (1) The compound is O=C(O)/C=C/C(=O)O. It tested positive (active) for: NR-ER (Estrogen Receptor agonist activity), NR-ER-LBD (Estrogen Receptor Ligand Binding Domain agonist), and SR-ARE (Antioxidant Response Element (oxidative stress)). (2) The molecule is O=Nc1ccc(O)cc1. It tested positive (active) for: NR-AhR (Aryl hydrocarbon Receptor agonist activity), and SR-MMP (Mitochondrial Membrane Potential disruption). (3) The molecule is N#CCC#N. It tested positive (active) for: NR-AR-LBD (Androgen Receptor Ligand Binding Domain agonist), and SR-HSE (Heat Shock Element response).